From a dataset of Reaction yield outcomes from USPTO patents with 853,638 reactions. Predict the reaction yield, written as a fraction of the theoretical maximum amount of product (1.0 means a 100% yield; for example, 0.34 means a 34% yield). The reactants are [CH3:1][O:2][C:3](=[O:20])[C:4]1[CH:9]=[CH:8][C:7]([CH3:10])=[C:6]([N:11]2[C:16](=[O:17])[CH:15]=[C:14]([OH:18])[N:13]=[C:12]2[CH3:19])[CH:5]=1.[CH3:21][C:22]1[CH:23]=[C:24]([CH:27]=[CH:28][CH:29]=1)[CH2:25]Br.C(=O)([O-])[O-].[K+].[K+].C1OCCOCCOCCOCCOCCOC1. The catalyst is CN(C)C=O. The product is [CH3:1][O:2][C:3](=[O:20])[C:4]1[CH:9]=[CH:8][C:7]([CH3:10])=[C:6]([N:11]2[C:16](=[O:17])[CH:15]=[C:14]([O:18][CH2:21][C:22]3[CH:29]=[CH:28][CH:27]=[C:24]([CH3:25])[CH:23]=3)[N:13]=[C:12]2[CH3:19])[CH:5]=1. The yield is 0.220.